This data is from Reaction yield outcomes from USPTO patents with 853,638 reactions. The task is: Predict the reaction yield, written as a fraction of the theoretical maximum amount of product (1.0 means a 100% yield; for example, 0.34 means a 34% yield). (1) The reactants are [C:1]([O:5][C:6](=[O:21])[C:7]1[CH:12]=[CH:11][C:10]([N:13]2[CH2:18][CH2:17][N:16]([CH3:19])[CH2:15][CH2:14]2)=[CH:9][C:8]=1[NH2:20])([CH3:4])([CH3:3])[CH3:2].[O:22]1[CH2:27][CH2:26][C:25](=O)[CH2:24][CH2:23]1.FC(F)(F)C(O)=O.C(O[BH-](OC(=O)C)OC(=O)C)(=O)C.C[N+](C)(C)C. The catalyst is ClCCl. The product is [C:1]([O:5][C:6](=[O:21])[C:7]1[CH:12]=[CH:11][C:10]([N:13]2[CH2:18][CH2:17][N:16]([CH3:19])[CH2:15][CH2:14]2)=[CH:9][C:8]=1[NH:20][CH:25]1[CH2:26][CH2:27][O:22][CH2:23][CH2:24]1)([CH3:4])([CH3:2])[CH3:3]. The yield is 0.900. (2) The reactants are [Br:1][C:2]1[C:10]([F:11])=[CH:9][C:8]([N+:12]([O-])=O)=[C:7]2[C:3]=1[CH2:4][N:5]([CH3:16])[C:6]2=[O:15].Cl.O. The catalyst is CCO.[Fe]. The product is [NH2:12][C:8]1[CH:9]=[C:10]([F:11])[C:2]([Br:1])=[C:3]2[C:7]=1[C:6](=[O:15])[N:5]([CH3:16])[CH2:4]2. The yield is 0.500. (3) The reactants are [CH3:1][O:2][C:3]1[CH:4]=[C:5]([CH:22]=[CH:23][CH:24]=1)[CH2:6][NH:7][C:8]([C:10]1[S:21][C:13]2[N:14]([CH3:20])[C:15](=[O:19])[NH:16][C:17](=[O:18])[C:12]=2[CH:11]=1)=[O:9].C(=O)([O-])[O-].[Cs+].[Cs+].Br[CH2:32][C:33]1[CH:38]=[CH:37][C:36]([S:39]([N:42]2[CH2:47][CH2:46][O:45][CH2:44][CH2:43]2)(=[O:41])=[O:40])=[CH:35][CH:34]=1.O. The catalyst is CN(C=O)C. The product is [CH3:1][O:2][C:3]1[CH:4]=[C:5]([CH:22]=[CH:23][CH:24]=1)[CH2:6][NH:7][C:8]([C:10]1[S:21][C:13]2[N:14]([CH3:20])[C:15](=[O:19])[N:16]([CH2:32][C:33]3[CH:38]=[CH:37][C:36]([S:39]([N:42]4[CH2:47][CH2:46][O:45][CH2:44][CH2:43]4)(=[O:41])=[O:40])=[CH:35][CH:34]=3)[C:17](=[O:18])[C:12]=2[CH:11]=1)=[O:9]. The yield is 0.660. (4) The reactants are O[C:2]1([CH2:18][CH2:19][NH:20][C:21](=[O:23])[CH3:22])[C:13]2[C:12]3[O:11][C:10]([CH3:14])=[N:9][C:8]=3[CH:7]=[CH:6][C:5]=2[CH2:4][CH:3]1[CH:15]([CH3:17])[CH3:16].O.C1(C)C=CC(S(O)(=O)=O)=CC=1.S([O-])([O-])(=O)=O.[Mg+2]. The catalyst is C1(C)C=CC=CC=1.C(OCC)(=O)C. The product is [CH:15]([C:3]1[CH2:4][C:5]2[CH:6]=[CH:7][C:8]3[N:9]=[C:10]([CH3:14])[O:11][C:12]=3[C:13]=2[C:2]=1[CH2:18][CH2:19][NH:20][C:21](=[O:23])[CH3:22])([CH3:17])[CH3:16]. The yield is 0.610. (5) The reactants are [C:1]([C:3]1[C:4]([C:20]([F:23])([F:22])[F:21])=[C:5]2[C:9](=[CH:10][CH:11]=1)[N:8]([CH2:12][C:13](=[NH:16])[NH:14][OH:15])[C:7]([CH2:17][CH2:18][CH3:19])=[CH:6]2)#[N:2].[Cl:24][C:25]1[CH:33]=[CH:32][C:31]([N+:34]([O-:36])=[O:35])=[CH:30][C:26]=1[C:27](Cl)=O.C(N(CC)CC)C. The catalyst is C(#N)C. The product is [Cl:24][C:25]1[CH:33]=[CH:32][C:31]([N+:34]([O-:36])=[O:35])=[CH:30][C:26]=1[C:27]1[O:15][N:14]=[C:13]([CH2:12][N:8]2[C:9]3[C:5](=[C:4]([C:20]([F:22])([F:23])[F:21])[C:3]([C:1]#[N:2])=[CH:11][CH:10]=3)[CH:6]=[C:7]2[CH2:17][CH2:18][CH3:19])[N:16]=1. The yield is 0.680.